From a dataset of Catalyst prediction with 721,799 reactions and 888 catalyst types from USPTO. Predict which catalyst facilitates the given reaction. (1) Reactant: C([O:5][C:6]1[N:18]=[C:17]([C:19]2[CH:20]=[C:21]3[C:25](=[CH:26][CH:27]=2)[N:24]([CH3:28])[CH:23]=[CH:22]3)[C:16]([CH:29]=[CH2:30])=[C:15]([O:31]C(C)(C)C)[C:7]=1[C:8]([O:10]C(C)(C)C)=[O:9])(C)(C)C.Cl. Product: [OH:31][C:15]1[CH:16]([CH:29]=[CH2:30])[CH:17]([C:19]2[CH:20]=[C:21]3[C:25](=[CH:26][CH:27]=2)[N:24]([CH3:28])[CH:23]=[CH:22]3)[NH:18][C:6](=[O:5])[C:7]=1[C:8]([OH:10])=[O:9]. The catalyst class is: 12. (2) Reactant: [F:1][C:2]1[CH:3]=[CH:4][C:5]([O:8][CH2:9][C:10]2[CH:17]=[CH:16][C:13]([CH:14]=O)=[CH:12][CH:11]=2)=[N:6][CH:7]=1.[N+:18]([CH3:21])([O-:20])=[O:19].C([O-])(=O)C.[NH4+]. Product: [F:1][C:2]1[CH:3]=[CH:4][C:5]([O:8][CH2:9][C:10]2[CH:17]=[CH:16][C:13](/[CH:14]=[CH:21]/[N+:18]([O-:20])=[O:19])=[CH:12][CH:11]=2)=[N:6][CH:7]=1. The catalyst class is: 15. (3) Reactant: [F:1][C:2]1[C:9]([O:10]C)=[CH:8][CH:7]=[C:6]([F:12])[C:3]=1[C:4]#[N:5].B(Br)(Br)Br. Product: [F:1][C:2]1[C:9]([OH:10])=[CH:8][CH:7]=[C:6]([F:12])[C:3]=1[C:4]#[N:5]. The catalyst class is: 2. (4) Reactant: [Si:1]([O:18][CH2:19][CH2:20][C:21]1[C:22](=[O:51])[N:23]([C:27]2[C:32]([CH3:33])=[CH:31][C:30]([NH:34][CH2:35][C@@H:36]([OH:49])[CH2:37][N:38]3[C:46](=[O:47])[C:45]4[C:40](=[CH:41][CH:42]=[CH:43][CH:44]=4)[C:39]3=[O:48])=[CH:29][C:28]=2[CH3:50])[CH:24]=[CH:25][CH:26]=1)([C:14]([CH3:17])([CH3:16])[CH3:15])([C:8]1[CH:13]=[CH:12][CH:11]=[CH:10][CH:9]=1)[C:2]1[CH:7]=[CH:6][CH:5]=[CH:4][CH:3]=1.[C:52](N1C=CN=C1)(N1C=CN=C1)=[O:53].O.ClCCl. Product: [Si:1]([O:18][CH2:19][CH2:20][C:21]1[C:22](=[O:51])[N:23]([C:27]2[C:28]([CH3:50])=[CH:29][C:30]([N:34]3[CH2:35][C@H:36]([CH2:37][N:38]4[C:46](=[O:47])[C:45]5[C:40](=[CH:41][CH:42]=[CH:43][CH:44]=5)[C:39]4=[O:48])[O:49][C:52]3=[O:53])=[CH:31][C:32]=2[CH3:33])[CH:24]=[CH:25][CH:26]=1)([C:14]([CH3:17])([CH3:16])[CH3:15])([C:8]1[CH:9]=[CH:10][CH:11]=[CH:12][CH:13]=1)[C:2]1[CH:7]=[CH:6][CH:5]=[CH:4][CH:3]=1. The catalyst class is: 11. (5) Reactant: [CH2:1]([N:3]1[C:11]2[C:10](=[O:12])[CH2:9][C:8]([CH3:14])([CH3:13])[CH2:7][C:6]=2[C:5]([CH:15]=O)=[N:4]1)[CH3:2].[Cl:17][C:18]1[N:26]=[C:25]([NH2:27])[N:24]=[C:23]2[C:19]=1[N:20]=[CH:21][NH:22]2.CC([O-])=O.[Na+].CO. Product: [NH2:27][C:25]1[N:24]=[C:23]2[C:19]([N:20]=[CH:21][N:22]2[CH2:15][C:5]2[C:6]3[CH2:7][C:8]([CH3:14])([CH3:13])[CH2:9][C:10](=[O:12])[C:11]=3[N:3]([CH2:1][CH3:2])[N:4]=2)=[C:18]([Cl:17])[N:26]=1. The catalyst class is: 6. (6) Reactant: Br[C:2]1[S:3][C:4]([C:7]2[CH:8]=[N:9][N:10]3[CH:15]=[CH:14][C:13]([N:16]4[CH2:20][CH2:19][CH2:18][C@@H:17]4[C:21]4[CH:26]=[C:25]([F:27])[CH:24]=[CH:23][C:22]=4[F:28])=[N:12][C:11]=23)=[N:5][N:6]=1.[NH:29]1[CH2:35][CH2:34][CH2:33][NH:32][CH2:31][CH2:30]1.CCN(C(C)C)C(C)C.O. Product: [N:29]1([C:2]2[S:3][C:4]([C:7]3[CH:8]=[N:9][N:10]4[CH:15]=[CH:14][C:13]([N:16]5[CH2:20][CH2:19][CH2:18][C@@H:17]5[C:21]5[CH:26]=[C:25]([F:27])[CH:24]=[CH:23][C:22]=5[F:28])=[N:12][C:11]=34)=[N:5][N:6]=2)[CH2:35][CH2:34][CH2:33][NH:32][CH2:31][CH2:30]1. The catalyst class is: 3. (7) Reactant: [NH2:1][C:2]1[S:3][C:4]2[CH:10]=[C:9]([CH2:11]C#N)[CH:8]=[CH:7][C:5]=2[N:6]=1.[CH2:14]([N:16]=[C:17]=[O:18])[CH3:15].[CH2:19]([N:21](CC)CC)C. Product: [CH3:11][C:9]1[CH:8]=[C:7]([C:19]#[N:21])[C:5]2[N:6]=[C:2]([NH:1][C:17]([NH:16][CH2:14][CH3:15])=[O:18])[S:3][C:4]=2[CH:10]=1. The catalyst class is: 9. (8) Reactant: [N+:1]([C:4]1[C:5]([CH:15]=O)=[N:6][N:7](C2CCCCO2)[CH:8]=1)([O-:3])=[O:2].[F:17][C:18]1[CH:19]=[C:20]([NH2:31])[C:21]([NH2:30])=[CH:22][C:23]=1[N:24]1[CH2:29][CH2:28][O:27][CH2:26][CH2:25]1. Product: [F:17][C:18]1[C:23]([N:24]2[CH2:25][CH2:26][O:27][CH2:28][CH2:29]2)=[CH:22][C:21]2[N:30]=[C:15]([C:5]3[C:4]([N+:1]([O-:3])=[O:2])=[CH:8][NH:7][N:6]=3)[NH:31][C:20]=2[CH:19]=1. The catalyst class is: 5.